From a dataset of Catalyst prediction with 721,799 reactions and 888 catalyst types from USPTO. Predict which catalyst facilitates the given reaction. (1) Product: [Br-:19].[C:20]([CH2:23][CH2:24][CH2:25][CH2:26][CH2:27][N+:28]1[C:37]2[C:32](=[CH:33][CH:34]=[CH:35][CH:36]=2)[C:31](/[CH:38]=[CH:15]/[C:9]2[C:10](=[O:14])[O:11][C:12]3[C:7]([CH:8]=2)=[CH:6][CH:5]=[C:4]([N:3]([CH2:17][CH3:18])[CH2:1][CH3:2])[CH:13]=3)=[CH:30][CH:29]=1)([OH:22])=[O:21]. Reactant: [CH2:1]([N:3]([CH2:17][CH3:18])[C:4]1[CH:13]=[C:12]2[C:7]([CH:8]=[C:9]([CH:15]=O)[C:10](=[O:14])[O:11]2)=[CH:6][CH:5]=1)[CH3:2].[Br-:19].[C:20]([CH2:23][CH2:24][CH2:25][CH2:26][CH2:27][N+:28]1[C:37]2[C:32](=[CH:33][CH:34]=[CH:35][CH:36]=2)[C:31]([CH3:38])=[CH:30][CH:29]=1)([OH:22])=[O:21]. The catalyst class is: 548. (2) Product: [CH2:1]([NH:8][C:9]1[C:10]([F:23])=[C:11]([O:21][CH3:22])[CH:12]=[C:16]([O:19][CH3:20])[C:17]=1[F:18])[C:2]1[CH:3]=[CH:4][CH:5]=[CH:6][CH:7]=1. The catalyst class is: 159. Reactant: [CH2:1]([NH:8][C:9]1[C:17]([F:18])=[C:16]([O:19][CH3:20])[C:12](C(O)=O)=[C:11]([O:21][CH3:22])[C:10]=1[F:23])[C:2]1[CH:7]=[CH:6][CH:5]=[CH:4][CH:3]=1. (3) Reactant: [Cl:1][C:2]1[CH:10]=[CH:9][C:8]([C:11]2[N:12]([C:22]([O:24][C:25]([CH3:28])([CH3:27])[CH3:26])=[O:23])[C:13]3[C:18]([CH:19]=2)=[CH:17][C:16]([CH:20]=O)=[CH:15][CH:14]=3)=[C:7]2[C:3]=1[CH2:4][NH:5][C:6]2=[O:29].[NH2:30][CH2:31][CH2:32][OH:33].C(O)(=O)C.C(O[BH-](OC(=O)C)OC(=O)C)(=O)C.[Na+]. Product: [Cl:1][C:2]1[CH:10]=[CH:9][C:8]([C:11]2[N:12]([C:22]([O:24][C:25]([CH3:27])([CH3:26])[CH3:28])=[O:23])[C:13]3[C:18]([CH:19]=2)=[CH:17][C:16]([CH2:20][NH:30][CH2:31][CH2:32][OH:33])=[CH:15][CH:14]=3)=[C:7]2[C:3]=1[CH2:4][NH:5][C:6]2=[O:29]. The catalyst class is: 10. (4) Reactant: C([N:8]1[C:17]2[C:12](=[CH:13][C:14]([O:18][C:19](=[O:27])[NH:20][CH2:21][CH2:22][CH2:23][CH2:24][CH2:25][CH3:26])=[CH:15][CH:16]=2)[CH2:11][CH2:10][CH2:9]1)C1C=CC=CC=1.[H][H]. Product: [NH:8]1[C:17]2[C:12](=[CH:13][C:14]([O:18][C:19](=[O:27])[NH:20][CH2:21][CH2:22][CH2:23][CH2:24][CH2:25][CH3:26])=[CH:15][CH:16]=2)[CH2:11][CH2:10][CH2:9]1. The catalyst class is: 29. (5) Product: [C:1]([O:5][C:6]([NH:8][C@@H:9]([CH2:12][CH:13]1[CH2:14][CH2:15][CH:16]([O:19][Si:20]([C:23]([CH3:26])([CH3:25])[CH3:24])([CH3:21])[CH3:22])[CH2:17][CH2:18]1)[CH2:10][O:11][S:35]([CH3:34])(=[O:37])=[O:36])=[O:7])([CH3:2])([CH3:4])[CH3:3]. The catalyst class is: 2. Reactant: [C:1]([O:5][C:6]([NH:8][C@@H:9]([CH2:12][CH:13]1[CH2:18][CH2:17][CH:16]([O:19][Si:20]([C:23]([CH3:26])([CH3:25])[CH3:24])([CH3:22])[CH3:21])[CH2:15][CH2:14]1)[CH2:10][OH:11])=[O:7])([CH3:4])([CH3:3])[CH3:2].CCN(CC)CC.[CH3:34][S:35](Cl)(=[O:37])=[O:36].O. (6) The catalyst class is: 7. Product: [Br:18][C:19]1[CH:20]=[C:21]([CH:22]([C:7]2([C:1]3[CH:2]=[CH:3][CH:4]=[CH:5][CH:6]=3)[S:8][CH2:9][CH2:10][CH2:11][S:12]2)[OH:23])[CH:24]=[CH:25][C:26]=1[F:27]. Reactant: [C:1]1([CH:7]2[S:12][CH2:11][CH2:10][CH2:9][S:8]2)[CH:6]=[CH:5][CH:4]=[CH:3][CH:2]=1.C([Li])CCC.[Br:18][C:19]1[CH:20]=[C:21]([CH:24]=[CH:25][C:26]=1[F:27])[CH:22]=[O:23]. (7) Product: [NH2:1][C:4]1[CH:11]=[CH:10][C:7]([CH2:8][Cl:9])=[CH:6][CH:5]=1. Reactant: [N+:1]([C:4]1[CH:11]=[CH:10][C:7]([CH2:8][Cl:9])=[CH:6][CH:5]=1)([O-])=O.O.[O-2].[O-2].[O-2].O=[Si]=O.O=[Si]=O.O=[Si]=O.O=[Si]=O.[Al+3].[Al+3].NN. The catalyst class is: 8.